From a dataset of Full USPTO retrosynthesis dataset with 1.9M reactions from patents (1976-2016). Predict the reactants needed to synthesize the given product. (1) Given the product [C:11]([NH:1][CH:2]1[C:10]2[C:5](=[CH:6][CH:7]=[CH:8][CH:9]=2)[CH2:4][CH2:3]1)(=[O:18])[C:12]1[CH:17]=[CH:16][CH:15]=[CH:14][CH:13]=1, predict the reactants needed to synthesize it. The reactants are: [NH2:1][CH:2]1[C:10]2[C:5](=[CH:6][CH:7]=[CH:8][CH:9]=2)[CH2:4][CH2:3]1.[C:11](Cl)(=[O:18])[C:12]1[CH:17]=[CH:16][CH:15]=[CH:14][CH:13]=1. (2) Given the product [F:34][C:35]1[CH:40]=[CH:39][C:38]([C:41]2[O:42][C:43]3[CH:52]=[CH:51][C:50]([OH:53])=[CH:49][C:44]=3[C:45]=2[C:46]([NH:4][CH3:3])=[O:47])=[CH:37][CH:36]=1, predict the reactants needed to synthesize it. The reactants are: C1C[N:4]([P+](ON2N=NC3C=CC=CC2=3)(N2CCCC2)N2CCCC2)[CH2:3]C1.F[P-](F)(F)(F)(F)F.[F:34][C:35]1[CH:40]=[CH:39][C:38]([C:41]2[O:42][C:43]3[CH:52]=[CH:51][C:50]([OH:53])=[CH:49][C:44]=3[C:45]=2[C:46](O)=[O:47])=[CH:37][CH:36]=1.CN. (3) Given the product [Cl:1][C:2]([F:13])([F:14])[C:3]1[N:4]=[CH:5][C:6]([CH:9]([S:11]([CH3:12])=[N:17][C:16]#[N:15])[CH3:10])=[CH:7][CH:8]=1, predict the reactants needed to synthesize it. The reactants are: [Cl:1][C:2]([F:14])([F:13])[C:3]1[CH:8]=[CH:7][C:6]([CH:9]([S:11][CH3:12])[CH3:10])=[CH:5][N:4]=1.[N:15]#[C:16][NH2:17].C(O)(=O)C.C(O)(=O)C.IC1C=CC=CC=1.